This data is from Forward reaction prediction with 1.9M reactions from USPTO patents (1976-2016). The task is: Predict the product of the given reaction. (1) The product is: [N:14]1([C:12]([C:5]2[C:6]([C:8]([F:11])([F:10])[F:9])=[N:7][C:2]([N:29]3[C:30]4[C:25](=[CH:24][C:23]([N+:20]([O-:22])=[O:21])=[CH:32][CH:31]=4)[CH2:26][CH2:27][CH2:28]3)=[N:3][CH:4]=2)=[O:13])[CH2:19][CH2:18][O:17][CH2:16][CH2:15]1. Given the reactants Cl[C:2]1[N:7]=[C:6]([C:8]([F:11])([F:10])[F:9])[C:5]([C:12]([N:14]2[CH2:19][CH2:18][O:17][CH2:16][CH2:15]2)=[O:13])=[CH:4][N:3]=1.[N+:20]([C:23]1[CH:24]=[C:25]2[C:30](=[CH:31][CH:32]=1)[NH:29][CH2:28][CH2:27][CH2:26]2)([O-:22])=[O:21].C1C=CC(P(C2C=CC3C(=CC=CC=3)C=2C2C3C(=CC=CC=3)C=CC=2P(C2C=CC=CC=2)C2C=CC=CC=2)C2C=CC=CC=2)=CC=1.CC(C)([O-])C.[Na+], predict the reaction product. (2) Given the reactants C(O[C:4](=O)[CH2:5][C:6]([C@@H:8]1[CH2:12][CH2:11][CH2:10][N:9]1[C:13]([O:15]C(C)(C)C)=O)=O)C.C([C:23]1[S:24][C:25]([C:28]([OH:30])=[O:29])=[CH:26][CH:27]=1)=O.N1CCCCC1.[NH2:37]/[C:38](/[CH2:45][CH2:46][C:47]1[CH:52]=[CH:51][C:50]([F:53])=[CH:49][CH:48]=1)=[CH:39]\[C:40]([O:42][CH2:43][CH3:44])=[O:41].C(O)(C(F)(F)F)=O, predict the reaction product. The product is: [CH2:43]([O:42][C:40]([C:39]1[C:38]([CH2:45][CH2:46][C:47]2[CH:48]=[CH:49][C:50]([F:53])=[CH:51][CH:52]=2)=[N:37][C:6]2[C@H:8]3[N:9]([C:13](=[O:15])[C:5]=2[C:4]=1[C:23]1[S:24][C:25]([C:28]([OH:30])=[O:29])=[CH:26][CH:27]=1)[CH2:10][CH2:11][CH2:12]3)=[O:41])[CH3:44]. (3) Given the reactants [OH-].[Na+].Cl.[Cl:4][C:5]1[CH:33]=[CH:32][C:8]([O:9][C:10]2[CH:11]=[CH:12][C:13]3[N:17]=[C:16]([CH2:18][O:19][C:20]4[CH:21]=[C:22]([CH:27]=[CH:28][CH:29]=4)[C:23]([O:25]C)=[O:24])[N:15]([CH3:30])[C:14]=3[CH:31]=2)=[CH:7][C:6]=1[F:34].Cl, predict the reaction product. The product is: [ClH:4].[Cl:4][C:5]1[CH:33]=[CH:32][C:8]([O:9][C:10]2[CH:11]=[CH:12][C:13]3[N:17]=[C:16]([CH2:18][O:19][C:20]4[CH:21]=[C:22]([CH:27]=[CH:28][CH:29]=4)[C:23]([OH:25])=[O:24])[N:15]([CH3:30])[C:14]=3[CH:31]=2)=[CH:7][C:6]=1[F:34].